Dataset: Full USPTO retrosynthesis dataset with 1.9M reactions from patents (1976-2016). Task: Predict the reactants needed to synthesize the given product. (1) Given the product [C:1]([NH:4][C:5]1[CH:13]=[CH:12][CH:11]=[C:10]2[C:6]=1[C:7]([S:19][C:20]1[CH:25]=[CH:24][C:23]([S:29]([CH2:27][CH3:28])(=[O:31])=[O:30])=[CH:22][CH:21]=1)=[C:8]([CH3:18])[N:9]2[CH2:14][C:15]([OH:17])=[O:16])(=[O:3])[CH3:2], predict the reactants needed to synthesize it. The reactants are: [C:1]([NH:4][C:5]1[CH:13]=[CH:12][CH:11]=[C:10]2[C:6]=1[C:7]([S:19][C:20]1[CH:25]=[CH:24][CH:23]=[C:22](Cl)[CH:21]=1)=[C:8]([CH3:18])[N:9]2[CH2:14][C:15]([OH:17])=[O:16])(=[O:3])[CH3:2].[CH2:27]([S:29](C1C=CC(S)=CC=1)(=[O:31])=[O:30])[CH3:28]. (2) Given the product [N+:11]([C:3]1[CH:4]=[C:5]([C:8](=[O:10])[CH3:9])[CH:6]=[CH:7][C:2]=1[C:20]1[CH:21]=[CH:22][C:17]([C:14](=[O:16])[CH3:15])=[CH:18][CH:19]=1)([O-:13])=[O:12], predict the reactants needed to synthesize it. The reactants are: Br[C:2]1[CH:7]=[CH:6][C:5]([C:8](=[O:10])[CH3:9])=[CH:4][C:3]=1[N+:11]([O-:13])=[O:12].[C:14]([C:17]1[CH:22]=[CH:21][C:20](B(O)O)=[CH:19][CH:18]=1)(=[O:16])[CH3:15].C([O-])([O-])=O.[K+].[K+].